Dataset: Forward reaction prediction with 1.9M reactions from USPTO patents (1976-2016). Task: Predict the product of the given reaction. (1) The product is: [CH:30]1([N:36]([C@H:37]2[CH2:38][CH2:39][C@H:40]([CH3:43])[CH2:41][CH2:42]2)[C:8](=[O:23])[NH:9][C:10]2[S:11][C:12]([S:15]([N:18]([CH2:19][C:20]([OH:22])=[O:21])[CH3:44])(=[O:17])=[O:16])=[CH:13][N:14]=2)[CH2:31][CH2:32][CH2:33][CH2:34][CH2:35]1. Given the reactants C1(N(C2CCCCC2)[C:8](=[O:23])[NH:9][C:10]2[S:11][C:12]([S:15]([NH:18][CH2:19][C:20]([OH:22])=[O:21])(=[O:17])=[O:16])=[CH:13][N:14]=2)CCCCC1.[CH:30]1([NH:36][C@H:37]2[CH2:42][CH2:41][C@H:40]([CH3:43])[CH2:39][CH2:38]2)[CH2:35][CH2:34][CH2:33][CH2:32][CH2:31]1.[CH3:44]OC(=O)CNCS(C1SC(N)=NC=1)(=O)=O, predict the reaction product. (2) Given the reactants [Cl:1][C:2]1[C:3]2[N:4]([C:8]([CH:11]3[CH2:16][CH2:15][N:14]4[C:17]([C:20]([F:23])([F:22])[F:21])=[N:18][N:19]=[C:13]4[CH2:12]3)=[N:9][CH:10]=2)[CH:5]=[CH:6][N:7]=1.C1C(=O)N([Br:31])C(=O)C1, predict the reaction product. The product is: [Br:31][C:10]1[N:9]=[C:8]([CH:11]2[CH2:16][CH2:15][N:14]3[C:17]([C:20]([F:22])([F:21])[F:23])=[N:18][N:19]=[C:13]3[CH2:12]2)[N:4]2[CH:5]=[CH:6][N:7]=[C:2]([Cl:1])[C:3]=12. (3) Given the reactants C([O:3][C:4]([C@@:6]1([CH3:23])[CH2:11][CH2:10][CH2:9][N:8]([C:12]2[CH:17]=[CH:16][C:15]([N+:18]([O-:20])=[O:19])=[C:14]([O:21][CH3:22])[CH:13]=2)[CH2:7]1)=[O:5])C, predict the reaction product. The product is: [CH3:22][O:21][C:14]1[CH:13]=[C:12]([N:8]2[CH2:9][CH2:10][CH2:11][C@:6]([CH3:23])([C:4]([OH:5])=[O:3])[CH2:7]2)[CH:17]=[CH:16][C:15]=1[N+:18]([O-:20])=[O:19]. (4) Given the reactants [C:1]([O:10]C)(=O)[C:2]1[C:3](=[CH:5][CH:6]=[CH:7][CH:8]=1)[SH:4].[N:12]1([C:18]2[CH:19]=[C:20]([CH:23]=[CH:24][N:25]=2)[C:21]#[N:22])[CH2:17][CH2:16][O:15][CH2:14][CH2:13]1.C(N(CC)CC)C, predict the reaction product. The product is: [N:12]1([C:18]2[CH:19]=[C:20]([C:21]3[S:4][C:3]4[CH:5]=[CH:6][CH:7]=[CH:8][C:2]=4[C:1](=[O:10])[N:22]=3)[CH:23]=[CH:24][N:25]=2)[CH2:13][CH2:14][O:15][CH2:16][CH2:17]1. (5) Given the reactants Cl[C:2]1[C:11]([CH3:12])=[CH:10][C:9]2[C:4](=[CH:5][CH:6]=[C:7]([O:13][CH3:14])[CH:8]=2)[N:3]=1.[NH:15]1[C:19]([C:20]2[CH:25]=[CH:24][C:23](B(O)O)=[CH:22][CH:21]=2)=[N:18][N:17]=[N:16]1.C([O-])([O-])=O.[K+].[K+].COCCOCCO.Cl, predict the reaction product. The product is: [NH:18]1[C:19]([C:20]2[CH:25]=[CH:24][C:23]([C:2]3[C:11]([CH3:12])=[CH:10][C:9]4[C:4](=[CH:5][CH:6]=[C:7]([O:13][CH3:14])[CH:8]=4)[N:3]=3)=[CH:22][CH:21]=2)=[N:15][N:16]=[N:17]1. (6) Given the reactants [C:1]([O:5][C:6]([N:8]1[CH2:11][CH:10]([O:12][C:13]2[N:14]([CH:23]([CH3:25])[CH3:24])[C:15]3[CH:20]=[C:19](Cl)[N:18]=[CH:17][C:16]=3[N:22]=2)[CH2:9]1)=[O:7])([CH3:4])([CH3:3])[CH3:2].[CH:26]1([S:29]([N:32]2[CH:36]=[C:35]([C:37]3[N:42]=[C:41]([NH2:43])[CH:40]=[CH:39][N:38]=3)[CH:34]=[N:33]2)(=[O:31])=[O:30])[CH2:28][CH2:27]1.C1(P(C2CCCCC2)C2C=CC=CC=2C2C(C(C)C)=CC(C(C)C)=CC=2C(C)C)CCCCC1.C(=O)([O-])[O-].[Cs+].[Cs+], predict the reaction product. The product is: [C:1]([O:5][C:6]([N:8]1[CH2:11][CH:10]([O:12][C:13]2[N:14]([CH:23]([CH3:25])[CH3:24])[C:15]3[CH:20]=[C:19]([NH:43][C:41]4[CH:40]=[CH:39][N:38]=[C:37]([C:35]5[CH:34]=[N:33][N:32]([S:29]([CH:26]6[CH2:28][CH2:27]6)(=[O:31])=[O:30])[CH:36]=5)[N:42]=4)[N:18]=[CH:17][C:16]=3[N:22]=2)[CH2:9]1)=[O:7])([CH3:4])([CH3:3])[CH3:2]. (7) Given the reactants [CH3:1][CH:2]([O:4][C:5]1[CH:6]=[C:7]([NH:10][C:11]2[CH:16]=[CH:15][N:14]=[C:13]([NH:17][CH2:18][C:19]3[O:23][N:22]=[C:21]([C:24]([O:26]CC)=O)[CH:20]=3)[N:12]=2)[NH:8][N:9]=1)[CH3:3].[CH3:29][NH:30][CH3:31], predict the reaction product. The product is: [CH3:29][N:30]([CH3:31])[C:24]([C:21]1[CH:20]=[C:19]([CH2:18][NH:17][C:13]2[N:12]=[C:11]([NH:10][C:7]3[NH:8][N:9]=[C:5]([O:4][CH:2]([CH3:1])[CH3:3])[CH:6]=3)[CH:16]=[CH:15][N:14]=2)[O:23][N:22]=1)=[O:26]. (8) The product is: [CH:26]1[C:27]2[C:32](=[CH:31][CH:30]=[CH:29][CH:28]=2)[CH:33]=[CH:34][C:25]=1[CH2:24][O:23][CH:11]1[CH:10]([C:7]2[CH:8]=[CH:9][C:4]([CH2:3][CH2:2][O:1][C:42](=[O:43])[NH:41][C:35]3[CH:40]=[CH:39][CH:38]=[CH:37][CH:36]=3)=[CH:5][CH:6]=2)[CH2:15][CH2:14][N:13]([C:16]([O:18][C:19]([CH3:22])([CH3:20])[CH3:21])=[O:17])[CH2:12]1. Given the reactants [OH:1][CH2:2][CH2:3][C:4]1[CH:9]=[CH:8][C:7]([CH:10]2[CH2:15][CH2:14][N:13]([C:16]([O:18][C:19]([CH3:22])([CH3:21])[CH3:20])=[O:17])[CH2:12][CH:11]2[O:23][CH2:24][C:25]2[CH:34]=[CH:33][C:32]3[C:27](=[CH:28][CH:29]=[CH:30][CH:31]=3)[CH:26]=2)=[CH:6][CH:5]=1.[C:35]1([N:41]=[C:42]=[O:43])[CH:40]=[CH:39][CH:38]=[CH:37][CH:36]=1, predict the reaction product.